Dataset: Reaction yield outcomes from USPTO patents with 853,638 reactions. Task: Predict the reaction yield, written as a fraction of the theoretical maximum amount of product (1.0 means a 100% yield; for example, 0.34 means a 34% yield). (1) The reactants are CON(C)[C:4]([C:6]1[CH:11]=[C:10]([C:12]2[CH:17]=[CH:16][CH:15]=[CH:14][CH:13]=2)[N:9]=[CH:8][N:7]=1)=[O:5].[CH3:19][O:20][C:21]1[CH:22]=[C:23]([Mg]Br)[CH:24]=[C:25]([O:29][CH3:30])[C:26]=1[O:27][CH3:28]. The catalyst is C1COCC1. The product is [C:12]1([C:10]2[N:9]=[CH:8][N:7]=[C:6]([C:4]([C:23]3[CH:24]=[C:25]([O:29][CH3:30])[C:26]([O:27][CH3:28])=[C:21]([O:20][CH3:19])[CH:22]=3)=[O:5])[CH:11]=2)[CH:13]=[CH:14][CH:15]=[CH:16][CH:17]=1. The yield is 0.523. (2) The reactants are B(F)(F)F.CCOCC.[CH2:10]([C:12]1[C:13]([OH:34])=[CH:14][CH:15]=[C:16]2[C:21]=1[O:20][C:19](=[O:22])[C:18]([NH:23][C:24](=[O:33])[O:25][CH2:26][C:27]1[CH:32]=[CH:31][CH:30]=[CH:29][CH:28]=1)=[CH:17]2)[CH3:11].ClC(Cl)(Cl)C(=N)O[C@H:39]1[C@@H:44]2[O:45][C:46](=[O:48])[O:47][C@@H:43]2[C@@H:42]([O:49][CH3:50])[C:41]([CH3:52])([CH3:51])[O:40]1.C(N(CC)CC)C. The catalyst is C(Cl)Cl. The product is [CH2:10]([C:12]1[C:13]([O:34][C@H:39]2[C@@H:44]3[O:45][C:46](=[O:48])[O:47][C@@H:43]3[C@@H:42]([O:49][CH3:50])[C:41]([CH3:52])([CH3:51])[O:40]2)=[CH:14][CH:15]=[C:16]2[C:21]=1[O:20][C:19](=[O:22])[C:18]([NH:23][C:24](=[O:33])[O:25][CH2:26][C:27]1[CH:32]=[CH:31][CH:30]=[CH:29][CH:28]=1)=[CH:17]2)[CH3:11]. The yield is 0.510. (3) The reactants are [Cl:1][C:2]1[CH:3]=[C:4]([C:9]2[CH:13]=[CH:12][N:11]([CH2:14][CH:15]3[CH2:17][O:16]3)[N:10]=2)[CH:5]=[CH:6][C:7]=1[Cl:8].[CH3:18][C:19]1[CH:24]=[CH:23][CH:22]=[CH:21][C:20]=1[N:25]1[CH2:30][CH2:29][NH:28][CH2:27][CH2:26]1. The catalyst is CCO. The product is [Cl:1][C:2]1[CH:3]=[C:4]([C:9]2[CH:13]=[CH:12][N:11]([CH2:14][CH:15]([OH:16])[CH2:17][N:28]3[CH2:29][CH2:30][N:25]([C:20]4[CH:21]=[CH:22][CH:23]=[CH:24][C:19]=4[CH3:18])[CH2:26][CH2:27]3)[N:10]=2)[CH:5]=[CH:6][C:7]=1[Cl:8]. The yield is 0.700. (4) The reactants are Cl[C:2]1[N:7]=[C:6]([NH:8][CH2:9][CH2:10][N:11]([CH3:13])[CH3:12])[N:5]=[C:4]2[N:14]([C:19]3[C:24]([F:25])=[CH:23][CH:22]=[CH:21][C:20]=3[F:26])[C:15](=[O:18])[NH:16][CH2:17][C:3]=12.O.C(=O)([O-])[O-].[K+].[K+].[CH3:34][C:35]([O:38][C:39]([C:41]1[CH:42]=[C:43]([F:51])[C:44]([CH3:50])=[C:45](B(O)O)[CH:46]=1)=[O:40])([CH3:37])[CH3:36]. The catalyst is O1CCOCC1.C1C=CC([P]([Pd]([P](C2C=CC=CC=2)(C2C=CC=CC=2)C2C=CC=CC=2)([P](C2C=CC=CC=2)(C2C=CC=CC=2)C2C=CC=CC=2)[P](C2C=CC=CC=2)(C2C=CC=CC=2)C2C=CC=CC=2)(C2C=CC=CC=2)C2C=CC=CC=2)=CC=1. The product is [F:26][C:20]1[CH:21]=[CH:22][CH:23]=[C:24]([F:25])[C:19]=1[N:14]1[C:4]2[N:5]=[C:6]([NH:8][CH2:9][CH2:10][N:11]([CH3:13])[CH3:12])[N:7]=[C:2]([C:45]3[CH:46]=[C:41]([CH:42]=[C:43]([F:51])[C:44]=3[CH3:50])[C:39]([O:38][C:35]([CH3:34])([CH3:36])[CH3:37])=[O:40])[C:3]=2[CH2:17][NH:16][C:15]1=[O:18]. The yield is 0.880. (5) The reactants are [CH2:1]([N:5]([S:15]([C:18]1[CH:23]=[CH:22][C:21]([CH3:24])=[CH:20][CH:19]=1)(=[O:17])=[O:16])[C@H:6]([C:12]([OH:14])=[O:13])[CH2:7][CH2:8][CH2:9][CH2:10][NH2:11])[CH:2]([CH3:4])[CH3:3].[OH:25][C:26]1[CH:36]=[CH:35][C:29](/[CH:30]=[CH:31]/[C:32](O)=[O:33])=[CH:28][CH:27]=1. No catalyst specified. The product is [CH2:1]([N:5]([S:15]([C:18]1[CH:23]=[CH:22][C:21]([CH3:24])=[CH:20][CH:19]=1)(=[O:17])=[O:16])[C@H:6]([C:12]([OH:14])=[O:13])[CH2:7][CH2:8][CH2:9][CH2:10][NH:11][C:32](=[O:33])/[CH:31]=[CH:30]/[C:29]1[CH:35]=[CH:36][C:26]([OH:25])=[CH:27][CH:28]=1)[CH:2]([CH3:3])[CH3:4]. The yield is 0.450. (6) No catalyst specified. The yield is 0.680. The reactants are Cl[C:2]1[C:7]2[CH2:8][N:9]([CH2:12][C:13]3[CH:18]=[C:17]([CH3:19])[C:16]([O:20][CH2:21][CH:22]([F:24])[F:23])=[CH:15][N:14]=3)[C:10](=[O:11])[C:6]=2[CH:5]=[CH:4][N:3]=1.[CH:25]([O:27][C:28]1[CH:33]=[CH:32][CH:31]=[CH:30][CH:29]=1)=[O:26]. The product is [F:23][CH:22]([F:24])[CH2:21][O:20][C:16]1[C:17]([CH3:19])=[CH:18][C:13]([CH2:12][N:9]2[C:10](=[O:11])[C:6]3[CH:5]=[CH:4][N:3]=[C:2]([C:25]([O:27][C:28]4[CH:33]=[CH:32][CH:31]=[CH:30][CH:29]=4)=[O:26])[C:7]=3[CH2:8]2)=[N:14][CH:15]=1. (7) The reactants are F[C:2]1[CH:7]=[CH:6][C:5]([C:8]2[C:12]([C:13]([OH:15])=O)=[CH:11][O:10][N:9]=2)=[CH:4][CH:3]=1.[NH2:16][CH2:17][CH2:18][CH2:19][N:20]1[CH2:25][CH2:24][N:23]([C:26]2[CH:31]=[CH:30][C:29](F)=[CH:28][C:27]=2[O:33][CH2:34][C:35]([F:38])([F:37])[F:36])[CH2:22][CH2:21]1. No catalyst specified. The product is [C:5]1([C:8]2[C:12]([C:13]([NH:16][CH2:17][CH2:18][CH2:19][N:20]3[CH2:21][CH2:22][N:23]([C:26]4[CH:31]=[CH:30][CH:29]=[CH:28][C:27]=4[O:33][CH2:34][C:35]([F:37])([F:38])[F:36])[CH2:24][CH2:25]3)=[O:15])=[CH:11][O:10][N:9]=2)[CH:4]=[CH:3][CH:2]=[CH:7][CH:6]=1. The yield is 0.880. (8) The reactants are [CH:1]1([N:4]=[C:5]=[S:6])[CH2:3][CH2:2]1.[Cl:7][C:8]1[CH:9]=[C:10]([C:14]2[O:18][N:17]=[C:16]([CH2:19][NH:20][CH3:21])[N:15]=2)[CH:11]=[CH:12][CH:13]=1. The catalyst is CCO. The product is [Cl:7][C:8]1[CH:9]=[C:10]([C:14]2[O:18][N:17]=[C:16]([CH2:19][N:20]([CH3:21])[C:5]([NH:4][CH:1]3[CH2:3][CH2:2]3)=[S:6])[N:15]=2)[CH:11]=[CH:12][CH:13]=1. The yield is 0.780.